Dataset: Forward reaction prediction with 1.9M reactions from USPTO patents (1976-2016). Task: Predict the product of the given reaction. (1) Given the reactants [Br:1][C:2]1[CH:3]=[C:4]([CH:6]=[CH:7][CH:8]=1)[NH2:5].Cl[S:10]([OH:13])(=[O:12])=[O:11], predict the reaction product. The product is: [Br:1][C:2]1[CH:3]=[C:4]([NH:5][S:10](=[O:12])(=[O:11])[OH:13])[CH:6]=[CH:7][CH:8]=1. (2) Given the reactants [CH3:1][C:2]([CH3:26])([O:4][C:5]([NH:7][C:8]1[N:13]=[C:12]([C:14]2[CH:15]=[CH:16][C:17]3[N:18]([CH:20]=[C:21]([C:23](O)=[O:24])[N:22]=3)[CH:19]=2)[CH:11]=[CH:10][CH:9]=1)=[O:6])[CH3:3].[S:27]1[CH:31]=[CH:30][N:29]=[C:28]1[NH2:32], predict the reaction product. The product is: [CH3:26][C:2]([CH3:3])([O:4][C:5]([NH:7][C:8]1[N:13]=[C:12]([C:14]2[CH:15]=[CH:16][C:17]3[N:18]([CH:20]=[C:21]([C:23]([NH:32][C:28]4[S:27][CH:31]=[CH:30][N:29]=4)=[O:24])[N:22]=3)[CH:19]=2)[CH:11]=[CH:10][CH:9]=1)=[O:6])[CH3:1]. (3) Given the reactants [C:1]([O:5][C:6]([N:8]1[CH2:13][CH2:12][CH:11]([CH2:14]/[CH:15]=[CH:16]/[C:17]2[CH:22]=[CH:21][C:20]([C:23]([F:26])([F:25])[F:24])=[CH:19][CH:18]=2)[CH2:10][CH2:9]1)=[O:7])([CH3:4])([CH3:3])[CH3:2], predict the reaction product. The product is: [C:1]([O:5][C:6]([N:8]1[CH2:13][CH2:12][CH:11]([CH2:14][CH2:15][CH2:16][C:17]2[CH:22]=[CH:21][C:20]([C:23]([F:26])([F:24])[F:25])=[CH:19][CH:18]=2)[CH2:10][CH2:9]1)=[O:7])([CH3:4])([CH3:2])[CH3:3]. (4) Given the reactants C(O)(C(F)(F)F)=O.[O:8]=[C:9]1[CH:14]=[C:13]([C:15]2[CH:20]=[CH:19][N:18]=[C:17]([NH:21][CH:22]3[CH2:27][CH2:26][O:25][CH2:24][CH2:23]3)[N:16]=2)[CH:12]=[CH:11][N:10]1[CH2:28][C:29]1[N:30](C(OC(C)(C)C)=O)[C:31]2[C:36]([CH:37]=1)=[CH:35][CH:34]=[CH:33][CH:32]=2.C([O-])(O)=O.[Na+].CC#N, predict the reaction product. The product is: [NH:30]1[C:31]2[C:36](=[CH:35][CH:34]=[CH:33][CH:32]=2)[CH:37]=[C:29]1[CH2:28][N:10]1[CH:11]=[CH:12][C:13]([C:15]2[CH:20]=[CH:19][N:18]=[C:17]([NH:21][CH:22]3[CH2:27][CH2:26][O:25][CH2:24][CH2:23]3)[N:16]=2)=[CH:14][C:9]1=[O:8]. (5) Given the reactants [O:1]([CH2:8][C@@H:9]([OH:38])[CH2:10][N:11]([CH:19]([CH3:37])[CH2:20][C:21]([C:30]1[CH:35]=[CH:34][C:33]([NH2:36])=[CH:32][CH:31]=1)([C:23]1[CH:28]=[CH:27][C:26]([NH2:29])=[CH:25][CH:24]=1)[OH:22])[CH2:12][C:13]1[CH:18]=[CH:17][CH:16]=[CH:15][CH:14]=1)[C:2]1[CH:7]=[CH:6][CH:5]=[CH:4][CH:3]=1.N1C=CC=CC=1.[C:45](Cl)(=[O:48])[O:46][CH3:47], predict the reaction product. The product is: [O:1]([CH2:8][C@@H:9]([OH:38])[CH2:10][N:11]([CH:19]([CH3:37])[CH2:20][C:21]([C:23]1[CH:24]=[CH:25][C:26]([NH:29][C:45]([O:46][CH3:47])=[O:48])=[CH:27][CH:28]=1)([C:30]1[CH:35]=[CH:34][C:33]([NH:36][C:45]([O:46][CH3:47])=[O:48])=[CH:32][CH:31]=1)[OH:22])[CH2:12][C:13]1[CH:18]=[CH:17][CH:16]=[CH:15][CH:14]=1)[C:2]1[CH:3]=[CH:4][CH:5]=[CH:6][CH:7]=1. (6) The product is: [CH3:1][N:8]1[CH2:13][CH2:12][CH:11]([O:14][C:15]2[CH:16]=[CH:17][C:18]([NH:21][C:22]3[N:27]=[C:26]([NH:28][CH2:29][C:30]4[C:35]([F:36])=[CH:34][CH:33]=[C:32]([F:37])[C:31]=4[F:38])[C:25]([C:39]([NH2:41])=[O:40])=[CH:24][N:23]=3)=[CH:19][CH:20]=2)[CH2:10][CH2:9]1. Given the reactants [CH3:1]N1CCCC1=O.[NH:8]1[CH2:13][CH2:12][CH:11]([O:14][C:15]2[CH:20]=[CH:19][C:18]([NH:21][C:22]3[N:27]=[C:26]([NH:28][CH2:29][C:30]4[C:35]([F:36])=[CH:34][CH:33]=[C:32]([F:37])[C:31]=4[F:38])[C:25]([C:39]([NH2:41])=[O:40])=[CH:24][N:23]=3)=[CH:17][CH:16]=2)[CH2:10][CH2:9]1.CI.C(=O)([O-])[O-].[K+].[K+], predict the reaction product.